From a dataset of NCI-60 drug combinations with 297,098 pairs across 59 cell lines. Regression. Given two drug SMILES strings and cell line genomic features, predict the synergy score measuring deviation from expected non-interaction effect. (1) Drug 1: C1CN1P(=S)(N2CC2)N3CC3. Drug 2: CC12CCC3C(C1CCC2OP(=O)(O)O)CCC4=C3C=CC(=C4)OC(=O)N(CCCl)CCCl.[Na+]. Cell line: MDA-MB-435. Synergy scores: CSS=18.5, Synergy_ZIP=-3.21, Synergy_Bliss=-2.77, Synergy_Loewe=1.18, Synergy_HSA=0.198. (2) Drug 1: CC1=C2C(C(=O)C3(C(CC4C(C3C(C(C2(C)C)(CC1OC(=O)C(C(C5=CC=CC=C5)NC(=O)OC(C)(C)C)O)O)OC(=O)C6=CC=CC=C6)(CO4)OC(=O)C)O)C)O. Drug 2: CC12CCC3C(C1CCC2OP(=O)(O)O)CCC4=C3C=CC(=C4)OC(=O)N(CCCl)CCCl.[Na+]. Cell line: NCI-H322M. Synergy scores: CSS=44.2, Synergy_ZIP=6.18, Synergy_Bliss=5.41, Synergy_Loewe=16.3, Synergy_HSA=7.85. (3) Drug 1: CC12CCC3C(C1CCC2=O)CC(=C)C4=CC(=O)C=CC34C. Drug 2: N.N.Cl[Pt+2]Cl. Cell line: UO-31. Synergy scores: CSS=28.7, Synergy_ZIP=-7.00, Synergy_Bliss=-2.45, Synergy_Loewe=-1.50, Synergy_HSA=-1.91. (4) Drug 1: CC1C(C(CC(O1)OC2CC(CC3=C2C(=C4C(=C3O)C(=O)C5=C(C4=O)C(=CC=C5)OC)O)(C(=O)C)O)N)O.Cl. Drug 2: C1=CN(C(=O)N=C1N)C2C(C(C(O2)CO)O)O.Cl. Cell line: A498. Synergy scores: CSS=25.5, Synergy_ZIP=-9.98, Synergy_Bliss=-5.13, Synergy_Loewe=-3.91, Synergy_HSA=-3.15. (5) Drug 1: C1CC(=O)NC(=O)C1N2CC3=C(C2=O)C=CC=C3N. Drug 2: C1=NC2=C(N1)C(=S)N=CN2. Cell line: SF-295. Synergy scores: CSS=26.8, Synergy_ZIP=-12.7, Synergy_Bliss=-5.13, Synergy_Loewe=-3.09, Synergy_HSA=-3.06. (6) Drug 1: C#CCC(CC1=CN=C2C(=N1)C(=NC(=N2)N)N)C3=CC=C(C=C3)C(=O)NC(CCC(=O)O)C(=O)O. Drug 2: CCN(CC)CCCC(C)NC1=C2C=C(C=CC2=NC3=C1C=CC(=C3)Cl)OC. Cell line: UO-31. Synergy scores: CSS=11.9, Synergy_ZIP=-5.29, Synergy_Bliss=-1.43, Synergy_Loewe=-1.32, Synergy_HSA=-2.23. (7) Drug 1: C1=CC(=CC=C1C#N)C(C2=CC=C(C=C2)C#N)N3C=NC=N3. Drug 2: CN(CC1=CN=C2C(=N1)C(=NC(=N2)N)N)C3=CC=C(C=C3)C(=O)NC(CCC(=O)O)C(=O)O. Cell line: OVCAR3. Synergy scores: CSS=48.6, Synergy_ZIP=1.89, Synergy_Bliss=4.00, Synergy_Loewe=-1.92, Synergy_HSA=0.192.